Task: Predict the reactants needed to synthesize the given product.. Dataset: Full USPTO retrosynthesis dataset with 1.9M reactions from patents (1976-2016) (1) Given the product [C:32]([O:31][C:29]([N:36]1[CH2:41][CH2:40][N:39]([C:3]2[CH:2]=[CH:10][C:6]([C:7](=[O:9])[NH:26][CH2:25][CH2:24][C:23]3[CH:22]=[CH:21][C:20]([O:13][C:14]4[CH:15]=[CH:16][CH:17]=[CH:18][CH:19]=4)=[CH:28][CH:27]=3)=[C:5]([Cl:11])[N:4]=2)[CH2:38][CH2:37]1)=[O:30])([CH3:35])([CH3:33])[CH3:34], predict the reactants needed to synthesize it. The reactants are: C[C:2]1[C:3](Cl)=[N:4][C:5]([Cl:11])=[C:6]([CH:10]=1)[C:7]([OH:9])=O.[O:13]([C:20]1[CH:28]=[CH:27][C:23]([CH2:24][CH2:25][NH2:26])=[CH:22][CH:21]=1)[C:14]1[CH:19]=[CH:18][CH:17]=[CH:16][CH:15]=1.[C:29]([N:36]1[CH2:41][CH2:40][NH:39][CH2:38][CH2:37]1)([O:31][C:32]([CH3:35])([CH3:34])[CH3:33])=[O:30]. (2) Given the product [CH2:3]([N:23]1[C:24](=[O:27])[CH2:25][CH2:26][C:20]([CH3:35])([CH3:19])[C:21]2[CH:31]=[CH:30][C:29]([N+:32]([O-:34])=[O:33])=[CH:28][C:22]1=2)[CH3:4], predict the reactants needed to synthesize it. The reactants are: CN1C(=O)CCC(C)(C)[C:4]2C=C([N+]([O-])=O)C=C[C:3]1=2.[CH3:19][C:20]1([CH3:35])[CH2:26][CH2:25][C:24](=[O:27])[NH:23][C:22]2[CH:28]=[C:29]([N+:32]([O-:34])=[O:33])[CH:30]=[CH:31][C:21]1=2. (3) The reactants are: [C:1]([N:5]1[C:9]([NH:10][C:11]2[N:16]=[C:15]([CH2:17][C:18]3([C:31]4[O:32][C:33](=[O:36])[NH:34][N:35]=4)[CH2:23][CH2:22][N:21](C(OC(C)(C)C)=O)[CH2:20][CH2:19]3)[CH:14]=[CH:13][CH:12]=2)=[CH:8][CH:7]=[N:6]1)([CH3:4])([CH3:3])[CH3:2].[ClH:37]. Given the product [ClH:37].[ClH:37].[C:1]([N:5]1[C:9]([NH:10][C:11]2[N:16]=[C:15]([CH2:17][C:18]3([C:31]4[O:32][C:33](=[O:36])[NH:34][N:35]=4)[CH2:19][CH2:20][NH:21][CH2:22][CH2:23]3)[CH:14]=[CH:13][CH:12]=2)=[CH:8][CH:7]=[N:6]1)([CH3:4])([CH3:2])[CH3:3], predict the reactants needed to synthesize it. (4) Given the product [CH3:28][O:29][CH2:30][CH2:31][O:32][CH2:33][C:4]1([C:7]([O:9][CH2:10][CH3:11])=[O:8])[CH2:3][CH2:2][N:1]([C:12]([O:14][C:15]([CH3:17])([CH3:16])[CH3:18])=[O:13])[CH2:6][CH2:5]1, predict the reactants needed to synthesize it. The reactants are: [N:1]1([C:12]([O:14][C:15]([CH3:18])([CH3:17])[CH3:16])=[O:13])[CH2:6][CH2:5][CH:4]([C:7]([O:9][CH2:10][CH3:11])=[O:8])[CH2:3][CH2:2]1.[Li+].CC([N-]C(C)C)C.Cl[CH2:28][O:29][CH2:30][CH2:31][O:32][CH3:33]. (5) Given the product [F:1][C:2]1[N:7]=[C:6]([C:8]2[CH2:13][CH2:12][NH:11][CH2:10][CH:9]=2)[CH:5]=[CH:4][CH:3]=1, predict the reactants needed to synthesize it. The reactants are: [F:1][C:2]1[N:7]=[C:6]([C:8]2[CH2:13][CH2:12][N:11](C([O-])=O)[CH2:10][CH:9]=2)[CH:5]=[CH:4][CH:3]=1.FC(F)(F)C(O)=O. (6) Given the product [C:14]([Si:1]([C:8]1[CH:13]=[CH:12][CH:11]=[CH:10][CH:9]=1)([C:2]1[CH:7]=[CH:6][CH:5]=[CH:4][CH:3]=1)[O:24][C:25]1[CH:34]=[CH:33][C:32]2[NH:31][C:30](=[O:35])[C:29]3=[C:36]([CH3:39])[NH:37][N:38]=[C:28]3[C:27]=2[CH:26]=1)([CH3:17])([CH3:16])[CH3:15], predict the reactants needed to synthesize it. The reactants are: [Si:1](Cl)([C:14]([CH3:17])([CH3:16])[CH3:15])([C:8]1[CH:13]=[CH:12][CH:11]=[CH:10][CH:9]=1)[C:2]1[CH:7]=[CH:6][CH:5]=[CH:4][CH:3]=1.N1C=CN=C1.[OH:24][C:25]1[CH:34]=[CH:33][C:32]2[NH:31][C:30](=[O:35])[C:29]3=[C:36]([CH3:39])[NH:37][N:38]=[C:28]3[C:27]=2[CH:26]=1. (7) Given the product [CH2:15]([O:17][C:18]([C:19]1[S:20][C:7]([CH2:8][CH3:9])=[C:10]([C:11]#[N:12])[C:13]=1[NH2:14])=[O:21])[CH3:16], predict the reactants needed to synthesize it. The reactants are: C(O)C.C(O[C:7](=[C:10]([C:13]#[N:14])[C:11]#[N:12])[CH2:8][CH3:9])C.[CH2:15]([O:17][C:18](=[O:21])[CH2:19][SH:20])[CH3:16].C([O-])(=O)C.[K+].